This data is from NCI-60 drug combinations with 297,098 pairs across 59 cell lines. The task is: Regression. Given two drug SMILES strings and cell line genomic features, predict the synergy score measuring deviation from expected non-interaction effect. (1) Drug 1: CC1=C2C(C(=O)C3(C(CC4C(C3C(C(C2(C)C)(CC1OC(=O)C(C(C5=CC=CC=C5)NC(=O)OC(C)(C)C)O)O)OC(=O)C6=CC=CC=C6)(CO4)OC(=O)C)O)C)O. Drug 2: C1=NC2=C(N1)C(=S)N=CN2. Cell line: UO-31. Synergy scores: CSS=20.9, Synergy_ZIP=-0.504, Synergy_Bliss=7.08, Synergy_Loewe=-21.8, Synergy_HSA=-1.06. (2) Drug 1: C1C(C(OC1N2C=NC3=C(N=C(N=C32)Cl)N)CO)O. Drug 2: C(CC(=O)O)C(=O)CN.Cl. Cell line: MALME-3M. Synergy scores: CSS=20.4, Synergy_ZIP=-12.0, Synergy_Bliss=-3.07, Synergy_Loewe=-11.0, Synergy_HSA=-1.01. (3) Drug 1: CC12CCC3C(C1CCC2=O)CC(=C)C4=CC(=O)C=CC34C. Drug 2: C1=CC(=CC=C1C#N)C(C2=CC=C(C=C2)C#N)N3C=NC=N3. Cell line: 786-0. Synergy scores: CSS=40.1, Synergy_ZIP=1.55, Synergy_Bliss=1.45, Synergy_Loewe=2.11, Synergy_HSA=0.998.